From a dataset of Full USPTO retrosynthesis dataset with 1.9M reactions from patents (1976-2016). Predict the reactants needed to synthesize the given product. Given the product [CH3:1][N:2]1[CH2:7][CH2:6][N:5]([CH2:8][C:9]2[CH:33]=[CH:32][C:12]([C:13]([NH:15][C:16]3[CH:21]=[CH:20][C:19]([CH3:22])=[C:18]([C:39]4[CH:40]=[C:41]5[C:46](=[CH:47][CH:48]=4)[N:45]=[CH:44][N:43]=[CH:42]5)[CH:17]=3)=[O:14])=[CH:11][C:10]=2[C:34]([F:37])([F:36])[F:35])[CH2:4][CH2:3]1, predict the reactants needed to synthesize it. The reactants are: [CH3:1][N:2]1[CH2:7][CH2:6][N:5]([CH2:8][C:9]2[CH:33]=[CH:32][C:12]([C:13]([NH:15][C:16]3[CH:21]=[CH:20][C:19]([CH3:22])=[C:18](B4OC(C)(C)C(C)(C)O4)[CH:17]=3)=[O:14])=[CH:11][C:10]=2[C:34]([F:37])([F:36])[F:35])[CH2:4][CH2:3]1.Br[C:39]1[CH:40]=[C:41]2[C:46](=[CH:47][CH:48]=1)[N:45]=[CH:44][N:43]=[CH:42]2.C(=O)([O-])[O-].[Na+].[Na+].C1(P(C2C=CC=CC=2)C2C=CC=CC=2)C=CC=CC=1.